From a dataset of Full USPTO retrosynthesis dataset with 1.9M reactions from patents (1976-2016). Predict the reactants needed to synthesize the given product. (1) Given the product [Br:1][C:2]1[CH:3]=[CH:4][C:5]([CH2:6][N:7]2[C:12](=[O:13])[C:11]([C:14]([NH:29][CH2:30][C:31]([O:33][CH2:24][CH2:2][CH2:3][CH3:4])=[O:32])=[O:15])=[C:10]([OH:19])[C:9]3[CH2:20][O:21][CH2:22][C:8]2=3)=[CH:23][CH:24]=1, predict the reactants needed to synthesize it. The reactants are: [Br:1][C:2]1[CH:24]=[CH:23][C:5]([CH2:6][N:7]2[C:12](=[O:13])[C:11]([C:14](OCC)=[O:15])=[C:10]([OH:19])[C:9]3[CH2:20][O:21][CH2:22][C:8]2=3)=[CH:4][CH:3]=1.C([NH:29][CH2:30][C:31]([OH:33])=[O:32])(C)(C)C.C(Cl)Cl. (2) Given the product [C:30]1([CH2:29][O:28][C:26]([NH:36][C@H:37]([C:42]([NH:1][CH2:2][CH:3]2[CH2:8][CH2:7][CH2:6][CH2:5][N:4]2[C:9]([O:11][C:12]([CH3:15])([CH3:14])[CH3:13])=[O:10])=[O:43])[CH2:38][CH:39]([CH3:40])[CH3:41])=[O:27])[CH:31]=[CH:32][CH:33]=[CH:34][CH:35]=1, predict the reactants needed to synthesize it. The reactants are: [NH2:1][CH2:2][CH:3]1[CH2:8][CH2:7][CH2:6][CH2:5][N:4]1[C:9]([O:11][C:12]([CH3:15])([CH3:14])[CH3:13])=[O:10].C1C=CC2N(O)N=NC=2C=1.[C:26]([NH:36][C@H:37]([C:42](O)=[O:43])[CH2:38][CH:39]([CH3:41])[CH3:40])([O:28][CH2:29][C:30]1[CH:35]=[CH:34][CH:33]=[CH:32][CH:31]=1)=[O:27].C(Cl)CCl. (3) Given the product [F:26][CH2:11][CH2:12][CH2:13][O:14][C:15]1[CH:24]=[CH:23][C:22]2[C:17](=[CH:18][CH:19]=[CH:20][CH:21]=2)[CH:16]=1, predict the reactants needed to synthesize it. The reactants are: C1(C)C(S(O[CH2:11][CH2:12][CH2:13][O:14][C:15]2[CH:24]=[CH:23][C:22]3[C:17](=[CH:18][CH:19]=[CH:20][CH:21]=3)[CH:16]=2)(=O)=O)=CC=CC=1.[F-:26].[Cs+].C(O)(CC)(C)C.C(OCC)C. (4) Given the product [N:10]([CH2:2][C:3]([CH3:7])([CH3:6])[CH2:4][OH:5])=[N+:11]=[N-:12], predict the reactants needed to synthesize it. The reactants are: Cl[CH2:2][C:3]([CH3:7])([CH3:6])[CH2:4][OH:5].[Na+].[I-].[N-:10]=[N+:11]=[N-:12].[Na+]. (5) Given the product [CH:1]1([NH:4][C:5]2[N:10]3[N:11]=[CH:12][C:13](/[CH:14]=[C:29]4\[NH:28][C:27](=[O:32])[N:26]([CH3:25])[C:30]\4=[O:31])=[C:9]3[N:8]=[C:7]([NH:16][C:17]3[CH:24]=[CH:23][C:20]([C:21]#[N:22])=[CH:19][CH:18]=3)[CH:6]=2)[CH2:2][CH2:3]1, predict the reactants needed to synthesize it. The reactants are: [CH:1]1([NH:4][C:5]2[N:10]3[N:11]=[CH:12][C:13]([CH:14]=O)=[C:9]3[N:8]=[C:7]([NH:16][C:17]3[CH:24]=[CH:23][C:20]([C:21]#[N:22])=[CH:19][CH:18]=3)[CH:6]=2)[CH2:3][CH2:2]1.[CH3:25][N:26]1[C:30](=[O:31])[CH2:29][NH:28][C:27]1=[O:32].N1CCCCC1. (6) Given the product [NH2:1][C:4]1[CH:5]=[CH:6][C:7]([CH:10]([CH3:18])[C:11]([O:13][C:14]([CH3:17])([CH3:16])[CH3:15])=[O:12])=[CH:8][CH:9]=1, predict the reactants needed to synthesize it. The reactants are: [N+:1]([C:4]1[CH:9]=[CH:8][C:7]([CH:10]([CH3:18])[C:11]([O:13][C:14]([CH3:17])([CH3:16])[CH3:15])=[O:12])=[CH:6][CH:5]=1)([O-])=O. (7) The reactants are: C[O:2][C:3](=[O:14])[C:4]1[C:9]([CH2:10][O:11][CH3:12])=[CH:8][CH:7]=[CH:6][C:5]=1[Cl:13].[OH-].[Na+]. Given the product [Cl:13][C:5]1[CH:6]=[CH:7][CH:8]=[C:9]([CH2:10][O:11][CH3:12])[C:4]=1[C:3]([OH:14])=[O:2], predict the reactants needed to synthesize it. (8) Given the product [CH2:32]([O:31][C:29]([C:28]1([OH:34])[CH2:27][N:8]([C:5]2[CH:4]=[CH:3][C:2]([Cl:1])=[CH:7][CH:6]=2)[C:9]([CH2:10][N:11]([C:13]2[CH:18]=[CH:17][C:16]([F:19])=[CH:15][CH:14]=2)[CH3:12])=[N:20]1)=[O:30])[CH3:33], predict the reactants needed to synthesize it. The reactants are: [Cl:1][C:2]1[CH:7]=[CH:6][C:5]([NH:8][C:9](=[NH:20])[CH2:10][N:11]([C:13]2[CH:18]=[CH:17][C:16]([F:19])=[CH:15][CH:14]=2)[CH3:12])=[CH:4][CH:3]=1.C(=O)(O)[O-].[Na+].Br[CH2:27][C:28](=[O:34])[C:29]([O:31][CH2:32][CH3:33])=[O:30]. (9) Given the product [Br:19][C:20]1[CH:25]=[C:24]([C:10]2[CH:9]=[C:8]([C:5]3[CH:6]=[CH:7][C:2]([Cl:1])=[CH:3][CH:4]=3)[CH:13]=[C:12]([C:14]([F:17])([F:16])[F:15])[N:11]=2)[CH:23]=[CH:22][CH:21]=1, predict the reactants needed to synthesize it. The reactants are: [Cl:1][C:2]1[CH:7]=[CH:6][C:5]([C:8]2[CH:13]=[C:12]([C:14]([F:17])([F:16])[F:15])[N:11]=[C:10](I)[CH:9]=2)=[CH:4][CH:3]=1.[Br:19][C:20]1[CH:21]=[C:22](B(O)O)[CH:23]=[CH:24][CH:25]=1.